This data is from Peptide-MHC class I binding affinity with 185,985 pairs from IEDB/IMGT. The task is: Regression. Given a peptide amino acid sequence and an MHC pseudo amino acid sequence, predict their binding affinity value. This is MHC class I binding data. (1) The peptide sequence is DAINKCVDI. The MHC is HLA-A02:06 with pseudo-sequence HLA-A02:06. The binding affinity (normalized) is 0. (2) The peptide sequence is LWMMLLISQA. The MHC is Patr-A0901 with pseudo-sequence Patr-A0901. The binding affinity (normalized) is 0.198.